This data is from Full USPTO retrosynthesis dataset with 1.9M reactions from patents (1976-2016). The task is: Predict the reactants needed to synthesize the given product. (1) Given the product [CH2:11]1[C:12]2[C:17](=[CH:16][CH:15]=[CH:14][CH:13]=2)[CH2:9][CH:10]1[CH:18]1[CH2:4][O:19]1, predict the reactants needed to synthesize it. The reactants are: [H-].[Na+].[I-].[CH3:4][S+](C)(C)=O.[CH2:9]1[C:17]2[C:12](=[CH:13][CH:14]=[CH:15][CH:16]=2)[CH2:11][CH:10]1[CH:18]=[O:19]. (2) Given the product [F:20][C:10]1[C:9]([O:8][CH2:7][C:4]2[S:5][CH:6]=[C:2]([C:25]3[S:24][C:23]([O:22][CH3:21])=[N:27][CH:26]=3)[N:3]=2)=[CH:18][CH:17]=[C:16]([F:19])[C:11]=1[C:12](=[N:14][OH:15])[NH2:13], predict the reactants needed to synthesize it. The reactants are: Br[C:2]1[N:3]=[C:4]([CH2:7][O:8][C:9]2[C:10]([F:20])=[C:11]([C:16]([F:19])=[CH:17][CH:18]=2)[C:12](=[N:14][OH:15])[NH2:13])[S:5][CH:6]=1.[CH3:21][O:22][C:23]1[S:24][C:25]([Sn](CCCC)(CCCC)CCCC)=[CH:26][N:27]=1.O. (3) Given the product [C:34]([N:31]1[CH2:30][CH2:29][CH:28]([NH:27][C:25]([C:21]2[C:16]3[N:17]=[C:18]([CH3:20])[N:19]=[C:14]([C:8]4[CH:9]=[C:10]([CH3:13])[CH:11]=[CH:12][C:7]=4[O:6][CH2:5][CH:2]4[CH2:3][CH2:4]4)[C:15]=3[NH:23][C:22]=2[CH3:24])=[O:26])[CH2:33][CH2:32]1)(=[O:36])[CH3:35], predict the reactants needed to synthesize it. The reactants are: Cl.[CH:2]1([CH2:5][O:6][C:7]2[CH:12]=[CH:11][C:10]([CH3:13])=[CH:9][C:8]=2[C:14]2[C:15]3[NH:23][C:22]([CH3:24])=[C:21]([C:25]([NH:27][CH:28]4[CH2:33][CH2:32][NH:31][CH2:30][CH2:29]4)=[O:26])[C:16]=3[N:17]=[C:18]([CH3:20])[N:19]=2)[CH2:4][CH2:3]1.[C:34](Cl)(=[O:36])[CH3:35]. (4) Given the product [Cl:20][C:12]1[C:13]([CH3:16])=[C:14]([OH:15])[C:2]([CH3:1])=[C:3]2[C:11]=1[O:10][C:6]1([CH2:7][CH2:8][CH2:9]1)[CH2:5][CH2:4]2, predict the reactants needed to synthesize it. The reactants are: [CH3:1][C:2]1[C:14]([OH:15])=[C:13]([CH3:16])[CH:12]=[C:11]2[C:3]=1[CH2:4][CH2:5][C:6]1([O:10]2)[CH2:9][CH2:8][CH2:7]1.S(Cl)([Cl:20])(=O)=O.C(OCC)(=O)C.